Predict the product of the given reaction. From a dataset of Forward reaction prediction with 1.9M reactions from USPTO patents (1976-2016). (1) Given the reactants [OH-].[Na+].[CH:3]1([NH:9][C:10]2[C:15]([C:16]([O:18]CC)=[O:17])=[CH:14][N:13]=[C:12]3[NH:21][N:22]=[CH:23][C:11]=23)[CH2:8][CH2:7][CH2:6][CH2:5][CH2:4]1, predict the reaction product. The product is: [CH:3]1([NH:9][C:10]2[C:15]([C:16]([OH:18])=[O:17])=[CH:14][N:13]=[C:12]3[NH:21][N:22]=[CH:23][C:11]=23)[CH2:4][CH2:5][CH2:6][CH2:7][CH2:8]1. (2) Given the reactants [C:1]([C:5]1[C:6]([OH:15])=[C:7]([C:10]([CH3:14])=[C:11]([F:13])[CH:12]=1)[CH:8]=O)([CH3:4])([CH3:3])[CH3:2].[NH2:16][C:17]1[CH:25]=[CH:24][C:23]([S:26]([C:29]([F:32])([F:31])[F:30])(=[O:28])=[O:27])=[CH:22][C:18]=1[C:19]([NH2:21])=[O:20], predict the reaction product. The product is: [C:1]([C:5]1[C:6]([OH:15])=[C:7]([C:8]2[NH:21][C:19](=[O:20])[C:18]3[C:17](=[CH:25][CH:24]=[C:23]([S:26]([C:29]([F:32])([F:30])[F:31])(=[O:28])=[O:27])[CH:22]=3)[N:16]=2)[C:10]([CH3:14])=[C:11]([F:13])[CH:12]=1)([CH3:4])([CH3:3])[CH3:2]. (3) Given the reactants C(OC([N:8]1[CH2:13][CH2:12][CH:11]([S:14]([C:17]2[CH:22]=[C:21]([C:23]#[N:24])[CH:20]=[CH:19][C:18]=2[O:25][C:26]2[CH:31]=[C:30]([Cl:32])[CH:29]=[C:28]([Cl:33])[CH:27]=2)(=[O:16])=[O:15])[CH2:10][CH2:9]1)=O)(C)(C)C.Cl, predict the reaction product. The product is: [Cl:33][C:28]1[CH:27]=[C:26]([CH:31]=[C:30]([Cl:32])[CH:29]=1)[O:25][C:18]1[CH:19]=[CH:20][C:21]([C:23]#[N:24])=[CH:22][C:17]=1[S:14]([CH:11]1[CH2:12][CH2:13][NH:8][CH2:9][CH2:10]1)(=[O:15])=[O:16]. (4) Given the reactants [Cl:1][C:2]1[CH:3]=[C:4]([NH:9][C:10]([CH:12]2[CH2:17][CH2:16][N:15]([CH2:18][C@@H:19]3[CH2:24][CH2:23][CH2:22][N:21](C(OC(C)(C)C)=O)[CH2:20]3)[CH2:14][CH2:13]2)=[O:11])[CH:5]=[CH:6][C:7]=1[Cl:8].Cl, predict the reaction product. The product is: [Cl:1][C:2]1[CH:3]=[C:4]([NH:9][C:10]([CH:12]2[CH2:13][CH2:14][N:15]([CH2:18][C@@H:19]3[CH2:24][CH2:23][CH2:22][NH:21][CH2:20]3)[CH2:16][CH2:17]2)=[O:11])[CH:5]=[CH:6][C:7]=1[Cl:8]. (5) Given the reactants [CH2:1](Br)[CH:2]=[CH2:3].CCN(CC)CC.C[N:13]1[C@@H:23]2[CH2:24][C:25]3[CH:30]=[CH:29][C:28]([OH:31])=[C:27]4[O:32][C@H:17]5[C:18]([CH:20]=[CH:21][C@:22]2([OH:33])[C@:16]5([C:26]=34)[CH2:15][CH2:14]1)=[O:19], predict the reaction product. The product is: [CH2:3]=[CH:2][CH2:1][N:13]1[C@@H:23]2[CH2:24][C:25]3[CH:30]=[CH:29][C:28]([OH:31])=[C:27]4[O:32][C@H:17]5[C:18]([CH2:20][CH2:21][C@:22]2([OH:33])[C@:16]5([C:26]=34)[CH2:15][CH2:14]1)=[O:19]. (6) Given the reactants [CH2:1]1[CH:3]([CH2:4][N:5]2[C@@H:15]3[CH2:16][C:17]4[CH:22]=[CH:21][C:20]([OH:23])=[C:19]5[O:24][CH:9]6[C:10]([CH2:12][CH2:13][C@:14]3([OH:25])[C@:8]6([C:18]=45)[CH2:7][CH2:6]2)=[O:11])[CH2:2]1.[ClH:26], predict the reaction product. The product is: [CH:22]1[C:17]2[CH2:16][C@H:15]3[N:5]([CH2:4][CH:3]4[CH2:1][CH2:2]4)[CH2:6][CH2:7][C@:8]45[C@H:9]([C:10]([CH2:12][CH2:13][C@@:14]34[OH:25])=[O:11])[O:24][C:19]([C:18]=25)=[C:20]([OH:23])[CH:21]=1.[ClH:26]. (7) Given the reactants [OH:1][C:2]1[CH:12]=[CH:11][C:10]([C:13](=[O:15])[CH3:14])=[CH:9][C:3]=1[C:4]([O:6][CH2:7][CH3:8])=[O:5].C(=O)([O-])[O-].[Cs+].[Cs+].[CH2:22](Br)[CH:23]([CH3:25])[CH3:24], predict the reaction product. The product is: [CH2:7]([O:6][C:4](=[O:5])[C:3]1[CH:9]=[C:10]([C:13](=[O:15])[CH3:14])[CH:11]=[CH:12][C:2]=1[O:1][CH2:22][CH:23]([CH3:25])[CH3:24])[CH3:8]. (8) Given the reactants [C:1]([O:5][C:6]([N:8]1[CH2:13][CH2:12][NH:11][CH2:10][CH2:9]1)=[O:7])([CH3:4])([CH3:3])[CH3:2].Cl[C:15]1[N:20]=[CH:19][C:18]([O:21][CH3:22])=[CH:17][N:16]=1.C(N(CC)CC)C, predict the reaction product. The product is: [C:1]([O:5][C:6]([N:8]1[CH2:13][CH2:12][N:11]([C:15]2[N:20]=[CH:19][C:18]([O:21][CH3:22])=[CH:17][N:16]=2)[CH2:10][CH2:9]1)=[O:7])([CH3:4])([CH3:2])[CH3:3]. (9) Given the reactants [CH2:1]([O:5][C:6]1[CH:7]=[C:8]([CH3:14])[C:9]([CH:12]=C)=[N:10][CH:11]=1)[C:2]#[C:3][CH3:4].CC(C)=[O:17].O, predict the reaction product. The product is: [CH2:1]([O:5][C:6]1[CH:7]=[C:8]([CH3:14])[C:9]([CH:12]=[O:17])=[N:10][CH:11]=1)[C:2]#[C:3][CH3:4].